From a dataset of Forward reaction prediction with 1.9M reactions from USPTO patents (1976-2016). Predict the product of the given reaction. (1) Given the reactants O.[NH2:2][NH2:3].Br[CH2:5][CH2:6][O:7][C:8]([CH3:11])([CH3:10])[CH3:9], predict the reaction product. The product is: [C:8]([O:7][CH2:6][CH2:5][NH:2][NH2:3])([CH3:11])([CH3:10])[CH3:9]. (2) Given the reactants [F:1][C:2]1[CH:7]=[CH:6][C:5]([C:8]2[N:9]=[C:10]3[C:15](=[N:16][CH:17]=2)[N:14]=[C:13]([S:18][CH3:19])[N:12]=[C:11]3[NH:20][CH2:21][C:22]([F:25])([F:24])[F:23])=[CH:4][CH:3]=1.ClC1C=CC=C(C(OO)=[O:34])C=1, predict the reaction product. The product is: [F:1][C:2]1[CH:3]=[CH:4][C:5]([C:8]2[N:9]=[C:10]3[C:15](=[N:16][CH:17]=2)[N:14]=[C:13]([S:18]([CH3:19])=[O:34])[N:12]=[C:11]3[NH:20][CH2:21][C:22]([F:23])([F:25])[F:24])=[CH:6][CH:7]=1.